This data is from Forward reaction prediction with 1.9M reactions from USPTO patents (1976-2016). The task is: Predict the product of the given reaction. The product is: [CH2:1]([C:13]1[CH:18]=[CH:17][CH:16]=[CH:15][C:14]=1[S:19]([OH:22])(=[O:20])=[O:21])[CH2:2][CH2:3][CH2:4][CH2:5][CH2:6][CH2:7][CH2:8][CH2:9][CH2:10][CH2:11][CH3:12].[NH2:23][C:24]1[CH:29]=[CH:28][CH:27]=[CH:26][CH:25]=1. Given the reactants [CH2:1]([C:13]1[CH:18]=[CH:17][CH:16]=[CH:15][C:14]=1[S:19]([OH:22])(=[O:21])=[O:20])[CH2:2][CH2:3][CH2:4][CH2:5][CH2:6][CH2:7][CH2:8][CH2:9][CH2:10][CH2:11][CH3:12].[NH2:23][C:24]1[CH:29]=[CH:28][CH:27]=[CH:26][CH:25]=1, predict the reaction product.